This data is from Reaction yield outcomes from USPTO patents with 853,638 reactions. The task is: Predict the reaction yield, written as a fraction of the theoretical maximum amount of product (1.0 means a 100% yield; for example, 0.34 means a 34% yield). (1) The reactants are [C:1]([C:4]1[S:8][C:7]([C:9]([OH:11])=O)=[CH:6][CH:5]=1)(=[O:3])[CH3:2].C(N1C=CN=C1)(N1C=CN=C1)=O.Cl.Cl.[NH2:26][C:27]1[C:35]([NH2:36])=[CH:34][CH:33]=[CH:32][C:28]=1[C:29]([NH2:31])=[O:30]. The catalyst is N1C=CC=CC=1.CN(C)C=O. The product is [NH2:26][C:27]1[C:28]([C:29](=[O:30])[NH2:31])=[CH:32][CH:33]=[CH:34][C:35]=1[NH:36][C:9]([C:7]1[S:8][C:4]([C:1](=[O:3])[CH3:2])=[CH:5][CH:6]=1)=[O:11]. The yield is 0.910. (2) The reactants are [Cl:1][C:2]1[CH:7]=[CH:6][C:5]([C:8]2[C:14]3[CH:15]=[C:16]([OH:19])[CH:17]=[CH:18][C:13]=3[N:12]3[C:20]([CH3:23])=[N:21][N:22]=[C:11]3[C@H:10]([CH2:24][C:25](O)=[O:26])[N:9]=2)=[CH:4][CH:3]=1.Cl.[CH2:29]([NH2:31])[CH3:30].CN(C(ON1N=NC2C=CC=NC1=2)=[N+](C)C)C.F[P-](F)(F)(F)(F)F.CCN(C(C)C)C(C)C. The catalyst is CN(C=O)C.CCOC(C)=O. The product is [Cl:1][C:2]1[CH:3]=[CH:4][C:5]([C:8]2[C:14]3[CH:15]=[C:16]([OH:19])[CH:17]=[CH:18][C:13]=3[N:12]3[C:20]([CH3:23])=[N:21][N:22]=[C:11]3[C@H:10]([CH2:24][C:25]([NH:31][CH2:29][CH3:30])=[O:26])[N:9]=2)=[CH:6][CH:7]=1. The yield is 0.490. (3) The reactants are [Br:1][C:2]1[CH:7]=[CH:6][C:5]([C:8](=[O:10])[CH3:9])=[CH:4][C:3]=1[OH:11].Br[CH2:13][CH:14]1[CH2:16][CH2:15]1.C(=O)([O-])[O-].[K+].[K+]. The catalyst is CS(C)=O. The product is [Br:1][C:2]1[CH:7]=[CH:6][C:5]([C:8](=[O:10])[CH3:9])=[CH:4][C:3]=1[O:11][CH2:13][CH:14]1[CH2:16][CH2:15]1. The yield is 0.800. (4) The yield is 0.570. The catalyst is O1CCOCC1.O.O.C1C=CC([P]([Pd]([P](C2C=CC=CC=2)(C2C=CC=CC=2)C2C=CC=CC=2)([P](C2C=CC=CC=2)(C2C=CC=CC=2)C2C=CC=CC=2)[P](C2C=CC=CC=2)(C2C=CC=CC=2)C2C=CC=CC=2)(C2C=CC=CC=2)C2C=CC=CC=2)=CC=1. The product is [CH3:17][C:16]1[CH:15]=[C:14]([CH3:18])[NH:13][C:12](=[O:19])[C:11]=1[CH2:10][NH:9][C:7](=[O:8])[C:6]1[CH:20]=[C:2]([C:36]2[CH:37]=[N:38][C:33]([CH:31]=[O:32])=[CH:34][CH:35]=2)[CH:3]=[C:4]([N:22]([CH2:29][CH3:30])[CH:23]2[CH2:28][CH2:27][O:26][CH2:25][CH2:24]2)[C:5]=1[CH3:21]. The reactants are Br[C:2]1[CH:3]=[C:4]([N:22]([CH2:29][CH3:30])[CH:23]2[CH2:28][CH2:27][O:26][CH2:25][CH2:24]2)[C:5]([CH3:21])=[C:6]([CH:20]=1)[C:7]([NH:9][CH2:10][C:11]1[C:12](=[O:19])[NH:13][C:14]([CH3:18])=[CH:15][C:16]=1[CH3:17])=[O:8].[CH:31]([C:33]1[N:38]=[CH:37][C:36](B(O)O)=[CH:35][CH:34]=1)=[O:32].C([O-])([O-])=O.[Na+].[Na+].